This data is from Forward reaction prediction with 1.9M reactions from USPTO patents (1976-2016). The task is: Predict the product of the given reaction. (1) Given the reactants [C:1]([O:5][C:6](=[O:25])[NH:7][C:8]1[CH:13]=[C:12]([O:14][CH2:15][C:16]([F:19])([F:18])[F:17])[C:11]([C:20]([F:23])([F:22])[F:21])=[CH:10][C:9]=1[NH2:24])([CH3:4])([CH3:3])[CH3:2].C([O:30][C:31](=O)[CH2:32][C:33]([C:35]1[CH:40]=[CH:39][N:38]=[C:37]([C:41]#[N:42])[CH:36]=1)=[O:34])(C)(C)C, predict the reaction product. The product is: [C:1]([O:5][C:6](=[O:25])[NH:7][C:8]1[CH:13]=[C:12]([O:14][CH2:15][C:16]([F:18])([F:17])[F:19])[C:11]([C:20]([F:22])([F:23])[F:21])=[CH:10][C:9]=1[NH:24][C:31](=[O:30])[CH2:32][C:33]([C:35]1[CH:40]=[CH:39][N:38]=[C:37]([C:41]#[N:42])[CH:36]=1)=[O:34])([CH3:4])([CH3:2])[CH3:3]. (2) Given the reactants [Cl:1][CH2:2][C:3]1[CH:8]=[CH:7][CH:6]=[CH:5][C:4]=1[S:9][CH2:10][CH3:11].[OH:12]OS([O-])=O.[K+].[OH2:18], predict the reaction product. The product is: [Cl:1][CH2:2][C:3]1[CH:8]=[CH:7][CH:6]=[CH:5][C:4]=1[S:9]([CH2:10][CH3:11])(=[O:12])=[O:18].